This data is from Forward reaction prediction with 1.9M reactions from USPTO patents (1976-2016). The task is: Predict the product of the given reaction. (1) Given the reactants [OH:1][C:2]([C:7]1[NH:11][N:10]=[C:9]([C:12]2[N:13]=[CH:14][C:15]([O:27][CH3:28])=[C:16]3[C:20]([C:21](=[O:26])[C:22]([O:24]C)=[O:23])=[CH:19][NH:18][C:17]=23)[CH:8]=1)([CH2:5][CH3:6])[CH2:3][CH3:4].CO.C(=O)([O-])[O-].[K+].[K+].Cl, predict the reaction product. The product is: [OH:1][C:2]([C:7]1[NH:11][N:10]=[C:9]([C:12]2[N:13]=[CH:14][C:15]([O:27][CH3:28])=[C:16]3[C:20]([C:21](=[O:26])[C:22]([OH:24])=[O:23])=[CH:19][NH:18][C:17]=23)[CH:8]=1)([CH2:3][CH3:4])[CH2:5][CH3:6]. (2) Given the reactants [Cl:1][C:2]1[CH:7]=[CH:6][C:5]([CH2:8][CH:9]([C:13]2[CH:18]=[CH:17][CH:16]=[C:15]([Br:19])[CH:14]=2)[C:10](=[O:12])[CH3:11])=[CH:4][CH:3]=1.CCC(C)[BH-](C(C)CC)C(C)CC.[Li+].[OH-].[Na+].OO, predict the reaction product. The product is: [Cl:1][C:2]1[CH:7]=[CH:6][C:5]([CH2:8][CH:9]([C:13]2[CH:18]=[CH:17][CH:16]=[C:15]([Br:19])[CH:14]=2)[CH:10]([OH:12])[CH3:11])=[CH:4][CH:3]=1. (3) Given the reactants Br[C:2]1[S:6][C:5]([C:7]2[N:11]3[N:12]=[C:13]([CH3:21])[CH:14]=[C:15]([CH:16]([CH2:19][CH3:20])[CH2:17][CH3:18])[C:10]3=[N:9][C:8]=2[CH3:22])=[C:4]([CH3:23])[CH:3]=1.[Br-].[F:25][C:26]1[CH:27]=[C:28]([Zn+])[CH:29]=[CH:30][C:31]=1[F:32].C1COCC1, predict the reaction product. The product is: [F:25][C:26]1[CH:27]=[C:28]([C:2]2[S:6][C:5]([C:7]3[N:11]4[N:12]=[C:13]([CH3:21])[CH:14]=[C:15]([CH:16]([CH2:19][CH3:20])[CH2:17][CH3:18])[C:10]4=[N:9][C:8]=3[CH3:22])=[C:4]([CH3:23])[CH:3]=2)[CH:29]=[CH:30][C:31]=1[F:32]. (4) Given the reactants C(=O)([O-])[O-].[K+].[K+].Br[CH2:8][CH3:9].[OH:10][C:11]1[CH:12]=[CH:13][C:14]([CH:17]=[O:18])=[N:15][CH:16]=1, predict the reaction product. The product is: [CH2:8]([O:10][C:11]1[CH:12]=[CH:13][C:14]([CH:17]=[O:18])=[N:15][CH:16]=1)[CH3:9]. (5) Given the reactants Cl[C:2]([O:4][C:5]1[CH:10]=[CH:9][CH:8]=[CH:7][CH:6]=1)=[O:3].[NH2:11][C:12]1([C:24]2[CH:29]=[CH:28][CH:27]=[CH:26][C:25]=2[O:30][CH2:31][CH3:32])[C:20]2[C:15](=[CH:16][CH:17]=[C:18]([C:21]#[N:22])[CH:19]=2)[NH:14][C:13]1=[O:23], predict the reaction product. The product is: [C:21]([C:18]1[CH:19]=[C:20]2[C:15](=[CH:16][CH:17]=1)[NH:14][C:13](=[O:23])[C:12]2([NH:11][C:2](=[O:3])[O:4][C:5]1[CH:10]=[CH:9][CH:8]=[CH:7][CH:6]=1)[C:24]1[CH:29]=[CH:28][CH:27]=[CH:26][C:25]=1[O:30][CH2:31][CH3:32])#[N:22].